This data is from P-glycoprotein inhibition data for predicting drug efflux from Broccatelli et al.. The task is: Regression/Classification. Given a drug SMILES string, predict its absorption, distribution, metabolism, or excretion properties. Task type varies by dataset: regression for continuous measurements (e.g., permeability, clearance, half-life) or binary classification for categorical outcomes (e.g., BBB penetration, CYP inhibition). Dataset: pgp_broccatelli. (1) The drug is CCC(=O)c1ccccc1OC[C@H](O)CN1CCCCC1. The result is 1 (inhibitor). (2) The drug is CCN(CC)C(=O)N[C@H]1C=C2c3cccc4[nH]cc(c34)C[C@H]2N(C)C1. The result is 1 (inhibitor). (3) The compound is CCCCS(=O)(=O)Oc1ccc2c(C(=O)c3ccc(OCCN4CCCCC4)cc3)c(-c3ccc(S(=O)(=O)CCCC)cc3)sc2c1. The result is 1 (inhibitor). (4) The molecule is O=c1c(O)c(-c2cc(O)c(O)c(O)c2)oc2cc(O)cc(O)c12. The result is 0 (non-inhibitor). (5) The drug is CCCN(CCC)C[C@@H](O)COc1ccc(C(=O)CCc2ccccc2)cc1. The result is 1 (inhibitor).